Predict the reaction yield, written as a fraction of the theoretical maximum amount of product (1.0 means a 100% yield; for example, 0.34 means a 34% yield). From a dataset of Reaction yield outcomes from USPTO patents with 853,638 reactions. (1) The reactants are [C:1]([O:5][C:6]([NH:8][C:9]1[CH:14]=[CH:13][CH:12]=[CH:11][C:10]=1[NH:15][C:16](=[O:32])[C:17]1[CH:22]=[CH:21][C:20](B2OC(C)(C)C(C)(C)O2)=[CH:19][CH:18]=1)=[O:7])([CH3:4])([CH3:3])[CH3:2].Br[C:34]1[CH:39]=[CH:38][CH:37]=[CH:36][N:35]=1.C(=O)([O-])O.[Na+]. The catalyst is C1C=CC([P]([Pd]([P](C2C=CC=CC=2)(C2C=CC=CC=2)C2C=CC=CC=2)([P](C2C=CC=CC=2)(C2C=CC=CC=2)C2C=CC=CC=2)[P](C2C=CC=CC=2)(C2C=CC=CC=2)C2C=CC=CC=2)(C2C=CC=CC=2)C2C=CC=CC=2)=CC=1.COCCOC. The product is [C:1]([O:5][C:6]([NH:8][C:9]1[CH:14]=[CH:13][CH:12]=[CH:11][C:10]=1[NH:15][C:16](=[O:32])[C:17]1[CH:18]=[CH:19][C:20]([C:34]2[CH:39]=[CH:38][CH:37]=[CH:36][N:35]=2)=[CH:21][CH:22]=1)=[O:7])([CH3:4])([CH3:2])[CH3:3]. The yield is 0.740. (2) The reactants are [OH:1][CH2:2][C@@H:3]1[O:7][C:6](=[O:8])[N:5]([C:9]2[CH:14]=[CH:13][C:12]([C:15]3[CH2:16][CH2:17][O:18][CH2:19][CH:20]=3)=[C:11]([F:21])[CH:10]=2)[CH2:4]1.O[C:23]1[CH:27]=[N:26][S:25][N:24]=1.C1(P(C2C=CC=CC=2)C2C=CC=CC=2)C=CC=CC=1.CC(OC(/N=N/C(OC(C)C)=O)=O)C.CCOC(C)=O.CCCC(C)C. The catalyst is C1COCC1. The product is [S:25]1[N:26]=[CH:27][C:23]([O:1][CH2:2][C@@H:3]2[O:7][C:6](=[O:8])[N:5]([C:9]3[CH:14]=[CH:13][C:12]([C:15]4[CH2:16][CH2:17][O:18][CH2:19][CH:20]=4)=[C:11]([F:21])[CH:10]=3)[CH2:4]2)=[N:24]1. The yield is 0.730.